Dataset: Forward reaction prediction with 1.9M reactions from USPTO patents (1976-2016). Task: Predict the product of the given reaction. Given the reactants FC1C=C(F)C=CC=1C1C=C(CO)C(=O)N(CC(C)C)N=1.[F:22][C:23]1[CH:24]=[C:25]([C:31]2[CH:32]=[C:33]([C:38]([O:40][CH3:41])=[O:39])[C:34](=[O:37])[NH:35][N:36]=2)[CH:26]=[CH:27][C:28]=1[O:29][CH3:30].[Cl:42][C:43]1[CH:50]=[CH:49][C:46]([CH2:47]Cl)=[CH:45][CH:44]=1, predict the reaction product. The product is: [Cl:42][C:43]1[CH:50]=[CH:49][C:46]([CH2:47][N:35]2[C:34](=[O:37])[C:33]([C:38]([O:40][CH3:41])=[O:39])=[CH:32][C:31]([C:25]3[CH:26]=[CH:27][C:28]([O:29][CH3:30])=[C:23]([F:22])[CH:24]=3)=[N:36]2)=[CH:45][CH:44]=1.